Dataset: Forward reaction prediction with 1.9M reactions from USPTO patents (1976-2016). Task: Predict the product of the given reaction. (1) Given the reactants [Br:1][C:2]1[CH:7]=[CH:6][C:5]([OH:8])=[C:4]([N+:9]([O-])=O)[CH:3]=1.[OH-].[Na+].[O:14]1[CH2:19][CH2:18][C:17](=O)[CH2:16][CH2:15]1.Cl.[O:22]1CCC[CH2:23]1, predict the reaction product. The product is: [Br:1][C:2]1[CH:7]=[CH:6][C:5]2[O:8][C:17]3([CH2:18][CH2:19][O:14][CH2:15][CH2:16]3)[C:23](=[O:22])[NH:9][C:4]=2[CH:3]=1. (2) The product is: [N:17]1[CH:18]=[CH:19][CH:20]=[C:15]([N:1]2[CH2:5][CH2:4][CH:3]([NH:6][C:7](=[O:13])[O:8][C:9]([CH3:10])([CH3:12])[CH3:11])[CH2:2]2)[CH:16]=1. Given the reactants [NH:1]1[CH2:5][CH2:4][CH:3]([NH:6][C:7](=[O:13])[O:8][C:9]([CH3:12])([CH3:11])[CH3:10])[CH2:2]1.Br[C:15]1[CH:16]=[N:17][CH:18]=[CH:19][CH:20]=1, predict the reaction product. (3) Given the reactants [CH3:1][O:2][C:3]1[CH:4]=[C:5]2[C:9](=[CH:10][CH:11]=1)[NH:8][CH2:7][CH2:6]2.[C:12](OC(=O)C)(=[O:14])[CH3:13], predict the reaction product. The product is: [C:12]([N:8]1[C:9]2[C:5](=[CH:4][C:3]([O:2][CH3:1])=[CH:11][CH:10]=2)[CH2:6][CH2:7]1)(=[O:14])[CH3:13]. (4) The product is: [F:29][C:30]1[CH:38]=[C:37]2[C:33]([CH:34]=[CH:35][NH:36]2)=[CH:32][C:31]=1[O:39][C:2]1[C:11]2[C:6](=[CH:7][CH:8]=[CH:9][CH:10]=2)[C:5]([CH2:12][C:13]2[CH:18]=[CH:17][N:16]=[CH:15][CH:14]=2)=[N:4][N:3]=1. Given the reactants Cl[C:2]1[C:11]2[C:6](=[CH:7][CH:8]=[CH:9][CH:10]=2)[C:5]([CH2:12][C:13]2[CH:18]=[CH:17][N:16]=[CH:15][CH:14]=2)=[N:4][N:3]=1.OC1NC2C(C=1)=CC=CC=2.[F:29][C:30]1[CH:38]=[C:37]2[C:33]([CH:34]=[CH:35][NH:36]2)=[CH:32][C:31]=1[OH:39], predict the reaction product. (5) Given the reactants [C:1]([Mg]Br)#[CH:2].[CH3:5][C:6]1[CH:10]=[C:9]([C:11](=[O:13])[CH3:12])[O:8][N:7]=1, predict the reaction product. The product is: [CH3:5][C:6]1[CH:10]=[C:9]([C:11]([OH:13])([C:1]#[CH:2])[CH3:12])[O:8][N:7]=1.